Dataset: Full USPTO retrosynthesis dataset with 1.9M reactions from patents (1976-2016). Task: Predict the reactants needed to synthesize the given product. Given the product [CH3:2][N:3]([CH3:4])[C:17]([C:13]1[C:14]2[C:9](=[CH:8][C:7]([O:6][CH3:5])=[CH:16][CH:15]=2)[CH:10]=[C:11]([NH:20][C:21]2[CH:25]=[C:24]([CH3:26])[NH:23][N:22]=2)[N:12]=1)=[O:19], predict the reactants needed to synthesize it. The reactants are: Cl.[CH3:2][NH:3][CH3:4].[CH3:5][O:6][C:7]1[CH:8]=[C:9]2[C:14](=[CH:15][CH:16]=1)[C:13]([C:17]([OH:19])=O)=[N:12][C:11]([NH:20][C:21]1[CH:25]=[C:24]([CH3:26])[NH:23][N:22]=1)=[CH:10]2.